This data is from Forward reaction prediction with 1.9M reactions from USPTO patents (1976-2016). The task is: Predict the product of the given reaction. (1) Given the reactants [NH2:1][C:2]1[CH:12]=[CH:11][C:5]([C:6]([O:8]CC)=[O:7])=[CH:4][CH:3]=1.CCN(CC)CC.[CH3:20][S:21](Cl)(=[O:23])=[O:22], predict the reaction product. The product is: [CH3:20][S:21]([NH:1][C:2]1[CH:12]=[CH:11][C:5]([C:6]([OH:8])=[O:7])=[CH:4][CH:3]=1)(=[O:23])=[O:22]. (2) Given the reactants [CH2:1]([C:3]1[CH:8]=[CH:7][C:6]([C:9]2[S:13][C:12]([C@:14]3([CH2:29][C:30]([O:32]C(C)(C)C)=[O:31])[S:20](=[O:22])(=[O:21])[CH2:19][CH2:18][N:17]([S:23]([CH2:26][CH2:27][CH3:28])(=[O:25])=[O:24])[CH2:16][CH2:15]3)=[CH:11][CH:10]=2)=[CH:5][CH:4]=1)[CH3:2], predict the reaction product. The product is: [CH2:1]([C:3]1[CH:4]=[CH:5][C:6]([C:9]2[S:13][C:12]([C@:14]3([CH2:29][C:30]([OH:32])=[O:31])[S:20](=[O:21])(=[O:22])[CH2:19][CH2:18][N:17]([S:23]([CH2:26][CH2:27][CH3:28])(=[O:25])=[O:24])[CH2:16][CH2:15]3)=[CH:11][CH:10]=2)=[CH:7][CH:8]=1)[CH3:2]. (3) Given the reactants [Cl:1][C:2]1[CH:7]=[C:6]([F:8])[CH:5]=[CH:4][C:3]=1[S:9]([C@H:12]1[CH2:16][N:15]([C:17](=S)[CH2:18][C:19](=O)[CH3:20])[C@H:14]([C:23]([O:25][CH3:26])=[O:24])[CH2:13]1)(=[O:11])=[O:10].Cl.[O:28]1[CH2:33][CH2:32][CH:31]([NH:34][NH2:35])[CH2:30][CH2:29]1, predict the reaction product. The product is: [CH3:26][O:25][C:23]([C@@H:14]1[CH2:13][C@@H:12]([S:9]([C:3]2[CH:4]=[CH:5][C:6]([F:8])=[CH:7][C:2]=2[Cl:1])(=[O:10])=[O:11])[CH2:16][N:15]1[C:17]1[N:34]([CH:31]2[CH2:32][CH2:33][O:28][CH2:29][CH2:30]2)[N:35]=[C:19]([CH3:20])[CH:18]=1)=[O:24]. (4) The product is: [C:22]([C:18]1[CH:17]=[C:16]([C:7]2[CH:6]=[C:5]3[C:10](=[CH:9][C:8]=2[C:12]([F:15])([F:13])[F:14])[NH:11][C:40](=[O:39])[N:38]([NH:37][S:34]([CH3:33])(=[O:36])=[O:35])[C:3]3=[O:4])[CH:21]=[CH:20][CH:19]=1)#[N:23]. Given the reactants CO[C:3]([C:5]1[CH:6]=[C:7]([C:16]2[CH:21]=[CH:20][CH:19]=[C:18]([C:22]#[N:23])[CH:17]=2)[C:8]([C:12]([F:15])([F:14])[F:13])=[CH:9][C:10]=1[NH2:11])=[O:4].CCN(C(C)C)C(C)C.[CH3:33][S:34]([NH:37][NH2:38])(=[O:36])=[O:35].[O:39]1CCOC[CH2:40]1, predict the reaction product.